Dataset: Reaction yield outcomes from USPTO patents with 853,638 reactions. Task: Predict the reaction yield, written as a fraction of the theoretical maximum amount of product (1.0 means a 100% yield; for example, 0.34 means a 34% yield). (1) The product is [OH:47][CH:45]([CH2:43][N:22]([C:19]1[C:20]([I:21])=[C:15]([C:14]([NH:13][CH2:12][CH:11]([OH:40])[CH2:10][OH:9])=[O:39])[C:16]([I:38])=[C:17]([C:18]=1[I:25])[C:26]([NH:27][CH:28]([CH2:29][OH:30])[CH2:33][OH:34])=[O:37])[CH:23]=[O:24])[CH2:46][N:22]([C:19]1[C:20]([I:21])=[C:15]([C:14]([NH:13][CH2:12][CH:11]([OH:40])[CH2:10][OH:9])=[O:39])[C:16]([I:38])=[C:17]([C:18]=1[I:25])[C:26]([NH:27][CH:28]([CH2:29][OH:30])[CH2:33][OH:34])=[O:37])[CH:23]=[O:5]. The yield is 0.490. The catalyst is O.CO. The reactants are B(O)(O)O.[OH-:5].[K+].C([O:9][CH2:10][CH:11]([O:40]C=O)[CH2:12][NH:13][C:14](=[O:39])[C:15]1[C:20]([I:21])=[C:19]([NH:22][CH:23]=[O:24])[C:18]([I:25])=[C:17]([C:26](=[O:37])[NH:27][CH:28]([CH2:33][O:34]C=O)[CH2:29][O:30]C=O)[C:16]=1[I:38])=O.[CH2:43]([CH:45]1[O:47][CH2:46]1)Cl. (2) The reactants are I[C:2]1[C:10]2[C:5](=[N:6][CH:7]=[C:8]([C:11]([F:14])([F:13])[F:12])[CH:9]=2)[N:4]([C:15]2[CH:20]=[CH:19][CH:18]=[CH:17][CH:16]=2)[C:3]=1[C:21]1[N:26]=[CH:25][C:24]([S:27]([NH:30][C@@H:31]([CH3:36])[C:32]([F:35])([F:34])[F:33])(=[O:29])=[O:28])=[CH:23][CH:22]=1.[C:37]([Cu])#[N:38]. The catalyst is CN1C(=O)CCC1. The product is [C:37]([C:2]1[C:10]2[C:5](=[N:6][CH:7]=[C:8]([C:11]([F:14])([F:13])[F:12])[CH:9]=2)[N:4]([C:15]2[CH:20]=[CH:19][CH:18]=[CH:17][CH:16]=2)[C:3]=1[C:21]1[N:26]=[CH:25][C:24]([S:27]([NH:30][C@@H:31]([CH3:36])[C:32]([F:35])([F:34])[F:33])(=[O:29])=[O:28])=[CH:23][CH:22]=1)#[N:38]. The yield is 0.710.